From a dataset of TCR-epitope binding with 47,182 pairs between 192 epitopes and 23,139 TCRs. Binary Classification. Given a T-cell receptor sequence (or CDR3 region) and an epitope sequence, predict whether binding occurs between them. (1) The epitope is FPRPWLHGL. The TCR CDR3 sequence is CSAGDWANNEQFF. Result: 1 (the TCR binds to the epitope). (2) The epitope is ELAGIGILTV. The TCR CDR3 sequence is CAITNRVGTEAFF. Result: 1 (the TCR binds to the epitope). (3) The TCR CDR3 sequence is CASSTWTSGSDTQYF. Result: 0 (the TCR does not bind to the epitope). The epitope is FLRGRAYGL. (4) The epitope is FLPRVFSAV. The TCR CDR3 sequence is CASSPLSRETQYF. Result: 1 (the TCR binds to the epitope). (5) The epitope is RILGAGCFV. The TCR CDR3 sequence is CASSQQTVVPGELFF. Result: 0 (the TCR does not bind to the epitope). (6) The epitope is ELAGIGILTV. The TCR CDR3 sequence is CASSLGLSSYNEQFF. Result: 1 (the TCR binds to the epitope). (7) The epitope is NLWNTFTRL. The TCR CDR3 sequence is CASSYSNGETQYF. Result: 0 (the TCR does not bind to the epitope).